From a dataset of Full USPTO retrosynthesis dataset with 1.9M reactions from patents (1976-2016). Predict the reactants needed to synthesize the given product. (1) Given the product [O:12]1[C:6]2[C:5](=[CH:10][CH:9]=[C:8]([OH:11])[CH:7]=2)[CH2:4][CH2:3][CH2:2]1, predict the reactants needed to synthesize it. The reactants are: O[CH2:2][CH2:3][CH2:4][C:5]1[CH:10]=[CH:9][C:8]([OH:11])=[CH:7][C:6]=1[OH:12].C1C=CC(P(C2C=CC=CC=2)C2C=CC=CC=2)=CC=1.C1CCN(C(N=NC(N2CCCCC2)=O)=O)CC1. (2) Given the product [Cl:19][C:20]1[CH:25]=[CH:24][CH:23]=[CH:22][C:21]=1[N:26]1[C:30]2=[N:31][CH:32]=[N:33][C:34]([O:35][C@@H:36]([CH2:46][O:47][C@H:48]([CH3:61])[CH2:49][OH:50])[C:37]([NH:39][C:40]3[CH:45]=[CH:44][CH:43]=[CH:42][N:41]=3)=[O:38])=[C:29]2[CH:28]=[N:27]1, predict the reactants needed to synthesize it. The reactants are: [F-].C([N+](CCCC)(CCCC)CCCC)CCC.[Cl:19][C:20]1[CH:25]=[CH:24][CH:23]=[CH:22][C:21]=1[N:26]1[C:30]2=[N:31][CH:32]=[N:33][C:34]([O:35][C@@H:36]([CH2:46][O:47][C@H:48]([CH3:61])[CH2:49][O:50][Si](C(C)C)(C(C)C)C(C)C)[C:37]([NH:39][C:40]3[CH:45]=[CH:44][CH:43]=[CH:42][N:41]=3)=[O:38])=[C:29]2[CH:28]=[N:27]1.